This data is from Catalyst prediction with 721,799 reactions and 888 catalyst types from USPTO. The task is: Predict which catalyst facilitates the given reaction. (1) Reactant: [Cl:1][C:2]1[CH:7]=[C:6]([F:8])[CH:5]=[CH:4][C:3]=1[CH3:9].C([N-]C(C)C)(C)C.[Li+].CN(C)[CH:20]=[O:21].C(O)(=O)C. Product: [Cl:1][C:2]1[C:3]([CH3:9])=[CH:4][CH:5]=[C:6]([F:8])[C:7]=1[CH:20]=[O:21]. The catalyst class is: 30. (2) Reactant: [CH3:1][S:2](Cl)(=[O:4])=[O:3].[NH:6]1[CH2:9][CH:8]([NH:10][C:11](=[O:32])[C:12]2[CH:17]=[CH:16][C:15]([N:18]([CH3:29])[C:19]3[N:24]=[CH:23][C:22]4[N:25]=[CH:26][N:27]([CH3:28])[C:21]=4[CH:20]=3)=[C:14]([CH2:30][CH3:31])[CH:13]=2)[CH2:7]1.C(N(CC)CC)C. Product: [CH2:30]([C:14]1[CH:13]=[C:12]([CH:17]=[CH:16][C:15]=1[N:18]([CH3:29])[C:19]1[N:24]=[CH:23][C:22]2[N:25]=[CH:26][N:27]([CH3:28])[C:21]=2[CH:20]=1)[C:11]([NH:10][CH:8]1[CH2:9][N:6]([S:2]([CH3:1])(=[O:4])=[O:3])[CH2:7]1)=[O:32])[CH3:31]. The catalyst class is: 2. (3) Reactant: [CH3:1][N:2]([CH2:13][C:14]1[NH:18][C:17]2[CH:19]=[CH:20][CH:21]=[C:22]([C:23](O)=[O:24])[C:16]=2[N:15]=1)[CH:3]1[C:12]2[N:11]=[CH:10][CH:9]=[CH:8][C:7]=2[CH2:6][CH2:5][CH2:4]1.O=C1N(P(Cl)(N2CCOC2=O)=O)CCO1.[CH3:41][CH:42]1[NH:47][CH2:46][CH2:45][N:44](C(OC(C)(C)C)=O)[CH2:43]1.C(N(CC)C(C)C)(C)C. Product: [CH3:1][N:2]([CH2:13][C:14]1[NH:18][C:17]2[CH:19]=[CH:20][CH:21]=[C:22]([C:23]([N:47]3[CH2:46][CH2:45][NH:44][CH2:43][CH:42]3[CH3:41])=[O:24])[C:16]=2[N:15]=1)[CH:3]1[C:12]2[N:11]=[CH:10][CH:9]=[CH:8][C:7]=2[CH2:6][CH2:5][CH2:4]1. The catalyst class is: 9. (4) Reactant: CN[C:3]([N:5]1[C:13]2[C:8](=[CH:9][C:10]([O:14][C:15]3[CH:20]=[CH:19][N:18]=[C:17]([NH2:21])[CH:16]=3)=[CH:11][CH:12]=2)[CH:7]=[CH:6]1)=O.C([N:24]([CH2:27]C)CC)C.[C:29](Cl)(=O)[O:30]C1C=CC=CC=1.[OH:39][C:40]([CH3:50])([CH3:49])[C:41]([N:43]1[CH2:48][CH2:47][NH:46][CH2:45][CH2:44]1)=[O:42].[O:51]1CCCC1. Product: [CH3:3][N:5]1[C:13]2[C:8](=[CH:9][C:10]([O:14][C:15]3[CH:20]=[CH:19][N:18]=[C:17]([NH:21][C:29]([N:46]4[CH2:45][CH2:44][N:43]([C:41](=[O:42])[C:40]([OH:39])([CH3:50])[CH3:49])[CH2:48][CH2:47]4)=[O:30])[CH:16]=3)=[CH:11][CH:12]=2)[CH:7]=[C:6]1[C:27]([NH2:24])=[O:51]. The catalyst class is: 9. (5) Reactant: [C:1]([C@@H:3]1[CH2:7][CH2:6][CH2:5][N:4]1[C:8]([C@@H:10]1[C@H:15]2[CH2:16][C@H:12]([C:13](=O)[CH2:14]2)[N:11]1[C:18]([O:20][C:21]([CH3:24])([CH3:23])[CH3:22])=[O:19])=[O:9])#[N:2].Cl.[NH2:26][OH:27].C([O-])(=O)C.[Na+]. Product: [C:1]([C@@H:3]1[CH2:7][CH2:6][CH2:5][N:4]1[C:8]([C@@H:10]1[C@H:15]2[CH2:16][C@H:12](/[C:13](=[N:26]/[OH:27])/[CH2:14]2)[N:11]1[C:18]([O:20][C:21]([CH3:23])([CH3:22])[CH3:24])=[O:19])=[O:9])#[N:2]. The catalyst class is: 40. (6) Reactant: [S:1]([C:5]1[CH:13]=[CH:12][C:8]([N+]([O-])=O)=[CH:7][CH:6]=1)(O)(=O)=O.[O:14]=[C:15]([N:18]([C:28]1[CH:33]=[CH:32][CH:31]=[CH:30][CH:29]=1)[C:19]1([CH2:25][O:26][CH3:27])[CH2:24][CH2:23][NH:22][CH2:21][CH2:20]1)[CH2:16][CH3:17].COC(C)(C)C.C(N(CC)CC)C. Product: [CH3:17][CH2:16][C:15]([N:18]([C:19]1([CH2:25][O:26][CH3:27])[CH2:20][CH2:21][N:22]([CH2:7][CH2:6][C:5]2[S:1][CH:8]=[CH:12][CH:13]=2)[CH2:23][CH2:24]1)[C:28]1[CH:29]=[CH:30][CH:31]=[CH:32][CH:33]=1)=[O:14]. The catalyst class is: 6. (7) Reactant: Br.Br[C:3]1[N:8]2[N:9]=[C:10]([C:12]([F:15])([F:14])[F:13])[N:11]=[C:7]2[CH:6]=[N:5][CH:4]=1.O.[NH2:17][NH2:18]. Product: [NH:17]([C:6]1[C:7]2[N:8]([N:9]=[C:10]([C:12]([F:15])([F:14])[F:13])[N:11]=2)[CH:3]=[CH:4][N:5]=1)[NH2:18]. The catalyst class is: 8. (8) Reactant: [C:1]([O:5][C:6]([N:8]1[CH2:12][C@H:11]([F:13])[CH2:10][C@H:9]1[C:14]([OH:16])=O)=[O:7])([CH3:4])([CH3:3])[CH3:2].CCN(C(C)C)C(C)C.CN(C(ON1N=NC2C=CC=NC1=2)=[N+](C)C)C.F[P-](F)(F)(F)(F)F.[Cl:50][C:51]1[C:52]([C:59]2[CH:60]=[N:61][C:62]([C:65]([F:68])([F:67])[F:66])=[CH:63][CH:64]=2)=[CH:53][C:54]([CH2:57][NH2:58])=[N:55][CH:56]=1. Product: [Cl:50][C:51]1[C:52]([C:59]2[CH:60]=[N:61][C:62]([C:65]([F:67])([F:66])[F:68])=[CH:63][CH:64]=2)=[CH:53][C:54]([CH2:57][NH:58][C:14]([C@@H:9]2[CH2:10][C@@H:11]([F:13])[CH2:12][N:8]2[C:6]([O:5][C:1]([CH3:2])([CH3:3])[CH3:4])=[O:7])=[O:16])=[N:55][CH:56]=1. The catalyst class is: 434. (9) Reactant: [N:1]1([C:7]([N:9]2[CH2:15][C:14]3[CH:16]=[CH:17][C:18]([C:20]([O:22]C)=O)=[CH:19][C:13]=3[O:12][CH2:11][C@@H:10]2[C:24]2[CH:29]=[CH:28][CH:27]=[CH:26][CH:25]=2)=[O:8])[CH2:6][CH2:5][O:4][CH2:3][CH2:2]1.[OH-:30].[Na+].[NH2:32]O. Product: [OH:30][NH:32][C:20]([C:18]1[CH:17]=[CH:16][C:14]2[CH2:15][N:9]([C:7]([N:1]3[CH2:6][CH2:5][O:4][CH2:3][CH2:2]3)=[O:8])[C@@H:10]([C:24]3[CH:25]=[CH:26][CH:27]=[CH:28][CH:29]=3)[CH2:11][O:12][C:13]=2[CH:19]=1)=[O:22]. The catalyst class is: 36. (10) Reactant: CC(OC(/N=N/C(OC(C)C)=O)=O)C.C1C=CC(P(C2C=CC=CC=2)C2C=CC=CC=2)=CC=1.O[CH2:35][CH2:36][O:37][C:38]1([C:53]#[N:54])[CH2:43][CH2:42][N:41]([C:44]2[N:49]=[C:48]([O:50][CH3:51])[CH:47]=[C:46]([CH3:52])[N:45]=2)[CH2:40][CH2:39]1.C1C=CC(P([N:69]=[N+:70]=[N-:71])(C2C=CC=CC=2)=O)=CC=1. Product: [N:69]([CH2:35][CH2:36][O:37][C:38]1([C:53]#[N:54])[CH2:43][CH2:42][N:41]([C:44]2[N:49]=[C:48]([O:50][CH3:51])[CH:47]=[C:46]([CH3:52])[N:45]=2)[CH2:40][CH2:39]1)=[N+:70]=[N-:71]. The catalyst class is: 1.